Dataset: Reaction yield outcomes from USPTO patents with 853,638 reactions. Task: Predict the reaction yield, written as a fraction of the theoretical maximum amount of product (1.0 means a 100% yield; for example, 0.34 means a 34% yield). (1) The reactants are FC1C=C2C(C(I)=CN2S(C2C=CC=CC=2)(=O)=O)=CC=1.[F:21][C:22]1[CH:30]=[C:29]2[C:25]([C:26]([C:40]3[CH:41]=[N:42][N:43]([CH:45]4[CH2:50][CH2:49][N:48]([C:51](=[O:61])[CH2:52][NH:53][C:54](=[O:60])[O:55][C:56]([CH3:59])([CH3:58])[CH3:57])[CH2:47][CH2:46]4)[CH:44]=3)=[CH:27][N:28]2S(C2C=CC=CC=2)(=O)=O)=[CH:24][CH:23]=1. No catalyst specified. The product is [F:21][C:22]1[CH:30]=[C:29]2[C:25]([C:26]([C:40]3[CH:41]=[N:42][N:43]([CH:45]4[CH2:46][CH2:47][N:48]([C:51](=[O:61])[CH2:52][NH:53][C:54](=[O:60])[O:55][C:56]([CH3:57])([CH3:59])[CH3:58])[CH2:49][CH2:50]4)[CH:44]=3)=[CH:27][NH:28]2)=[CH:24][CH:23]=1. The yield is 0.630. (2) The reactants are [NH2:1][C:2]1[CH:9]=[CH:8][C:7]([Cl:10])=[CH:6][C:3]=1[CH:4]=O.[C:11]([CH:16]=P(C1C=CC=CC=1)(C1C=CC=CC=1)C1C=CC=CC=1)([O:13][CH2:14][CH3:15])=[O:12]. The catalyst is C1C=CC=CC=1.CCOCC. The product is [CH2:14]([O:13][C:11](=[O:12])[CH:16]=[CH:4][C:3]1[CH:6]=[C:7]([Cl:10])[CH:8]=[CH:9][C:2]=1[NH2:1])[CH3:15]. The yield is 0.950. (3) No catalyst specified. The reactants are [CH3:1][C:2]([C:4]1[CH:5]=[CH:6][C:7]([OH:10])=[CH:8][CH:9]=1)=[O:3].C([O-])([O-])=O.[K+].[K+].[CH2:31](C(Br)CCOCCC(Br)[CH2:31][C:32]1[CH:37]=[CH:36][CH:35]=[CH:34][CH:33]=1)[C:32]1[CH:37]=[CH:36][CH:35]=[CH:34][CH:33]=1.[CH2:40]([OH:42])[CH3:41]. The product is [CH2:31]([O:42][CH2:40][CH2:41][O:10][C:7]1[CH:8]=[CH:9][C:4]([C:2](=[O:3])[CH3:1])=[CH:5][CH:6]=1)[C:32]1[CH:33]=[CH:34][CH:35]=[CH:36][CH:37]=1. The yield is 0.710. (4) The yield is 0.300. The catalyst is C(Cl)Cl.N.CO. The reactants are ClC(N(C)C)=C.[CH3:7][O:8][C@@H:9]([CH3:13])[C:10]([OH:12])=O.[NH2:14][C:15]1[CH:20]=[C:19]([CH2:21][O:22][C:23]2[C:32]3[C:27](=[CH:28][CH:29]=[CH:30][CH:31]=3)[C:26]([NH:33][C:34]([NH:36][C:37]3[N:41]([C:42]4[CH:47]=[CH:46][C:45]([CH3:48])=[CH:44][CH:43]=4)[N:40]=[C:39]([C:49]([CH3:52])([CH3:51])[CH3:50])[CH:38]=3)=[O:35])=[CH:25][CH:24]=2)[CH:18]=[CH:17][N:16]=1.CCN(C(C)C)C(C)C. The product is [C:49]([C:39]1[CH:38]=[C:37]([NH:36][C:34](=[O:35])[NH:33][C:26]2[C:27]3[C:32](=[CH:31][CH:30]=[CH:29][CH:28]=3)[C:23]([O:22][CH2:21][C:19]3[CH:18]=[CH:17][N:16]=[C:15]([NH:14][C:10](=[O:12])[C@@H:9]([O:8][CH3:7])[CH3:13])[CH:20]=3)=[CH:24][CH:25]=2)[N:41]([C:42]2[CH:47]=[CH:46][C:45]([CH3:48])=[CH:44][CH:43]=2)[N:40]=1)([CH3:52])([CH3:51])[CH3:50]. (5) The reactants are [CH:1]1([N:6]2[CH2:11][CH2:10][N:9]([C:12]([C:14]3[CH:15]=[C:16]4[C:20](=[CH:21][CH:22]=3)[NH:19][C:18]([C:23](O)=[O:24])=[CH:17]4)=[O:13])[CH2:8][CH2:7]2)[CH2:5][CH2:4][CH2:3][CH2:2]1.C1(N2CCN(C(C3C=C4C(=CC=3)NC(C(N3CCS(=O)(=O)CC3)=O)=C4)=O)CC2)CCCC1.F[B-](F)(F)F.N1(OC(N(C)C)=[N+](C)C)C2C=CC=CC=2N=N1.[CH3:80][C:81]1[CH:87]=[C:86]([CH3:88])[CH:85]=[C:84]([CH3:89])[C:82]=1[NH2:83].C(N(CC)C(C)C)(C)C. The catalyst is CN(C)C=O. The product is [CH3:80][C:81]1[CH:87]=[C:86]([CH3:88])[CH:85]=[C:84]([CH3:89])[C:82]=1[NH:83][C:23]([C:18]1[NH:19][C:20]2[C:16]([CH:17]=1)=[CH:15][C:14]([C:12]([N:9]1[CH2:8][CH2:7][N:6]([CH:1]3[CH2:2][CH2:3][CH2:4][CH2:5]3)[CH2:11][CH2:10]1)=[O:13])=[CH:22][CH:21]=2)=[O:24]. The yield is 0.0700. (6) The reactants are [CH:1]([O:4][C:5]1[CH:6]=[C:7]([CH:26]=[C:27]([O:29][C:30]2[CH:35]=[CH:34][C:33]([S:36]([CH3:39])(=[O:38])=[O:37])=[CH:32][CH:31]=2)[CH:28]=1)[C:8]([NH:10][C:11]1[CH:16]=[N:15][C:14]([CH2:17][P:18](=[O:25])([O:22]CC)[O:19]CC)=[CH:13][N:12]=1)=[O:9])([CH3:3])[CH3:2].[Br:40][Si](C)(C)C. The catalyst is C(Cl)Cl. The product is [BrH:40].[CH:1]([O:4][C:5]1[CH:6]=[C:7]([CH:26]=[C:27]([O:29][C:30]2[CH:35]=[CH:34][C:33]([S:36]([CH3:39])(=[O:38])=[O:37])=[CH:32][CH:31]=2)[CH:28]=1)[C:8]([NH:10][C:11]1[N:12]=[CH:13][C:14]([CH2:17][P:18](=[O:19])([OH:22])[OH:25])=[N:15][CH:16]=1)=[O:9])([CH3:3])[CH3:2]. The yield is 0.760. (7) The reactants are [CH2:1]([O:8][C:9]([N:11]1[CH2:17][CH2:16][C:15](=[O:18])[N:14]([C@H:19]([C:30]([O:32][CH3:33])=[O:31])[CH2:20][CH2:21][O:22]CC2C=CC=CC=2)[CH2:13][CH2:12]1)=[O:10])[C:2]1[CH:7]=[CH:6][CH:5]=[CH:4][CH:3]=1.C1(C)C=CC=CC=1.B(Cl)(Cl)Cl. The catalyst is ClCCl. The product is [CH2:1]([O:8][C:9]([N:11]1[CH2:17][CH2:16][C:15](=[O:18])[N:14]([C@H:19]([C:30]([O:32][CH3:33])=[O:31])[CH2:20][CH2:21][OH:22])[CH2:13][CH2:12]1)=[O:10])[C:2]1[CH:3]=[CH:4][CH:5]=[CH:6][CH:7]=1. The yield is 0.750.